From a dataset of Forward reaction prediction with 1.9M reactions from USPTO patents (1976-2016). Predict the product of the given reaction. (1) Given the reactants [N+:1]([C:4]1[CH:5]=[C:6]([S:10]([CH2:13][CH2:14]O)(=[O:12])=[O:11])[CH:7]=[CH:8][CH:9]=1)([O-:3])=[O:2].[CH3:16][NH:17][CH3:18], predict the reaction product. The product is: [CH3:16][N:17]([CH3:18])[CH2:14][CH2:13][S:10]([C:6]1[CH:7]=[CH:8][CH:9]=[C:4]([N+:1]([O-:3])=[O:2])[CH:5]=1)(=[O:12])=[O:11]. (2) Given the reactants [F:1][C:2]1[N:7]=[C:6](I)[C:5]([O:9][CH2:10][O:11][CH3:12])=[CH:4][CH:3]=1.[N:13]1[CH:18]=[CH:17][C:16](B(O)O)=[CH:15][CH:14]=1.[O-]P([O-])([O-])=O.[K+].[K+].[K+].P(C1CCCCC1)(C1CCCCC1)C1CCCCC1, predict the reaction product. The product is: [F:1][C:2]1[N:7]=[C:6]([C:16]2[CH:17]=[CH:18][N:13]=[CH:14][CH:15]=2)[C:5]([O:9][CH2:10][O:11][CH3:12])=[CH:4][CH:3]=1. (3) Given the reactants [F:1][C:2]([F:22])([F:21])[C@H:3]1[CH2:7][CH2:6][CH2:5][N:4]1[C:8]1[CH:9]=[CH:10][C:11]2[N:18]3[CH2:19][C@H:14]([CH2:15][CH2:16][CH2:17]3)[NH:13][C:12]=2[N:20]=1.[H-].[Na+].[N:25]1[CH:30]=[CH:29][CH:28]=[CH:27][C:26]=1[N:31]1C(=O)N2C=CC=CC2=N[C:32]1=[O:42].CO, predict the reaction product. The product is: [N:25]1[CH:30]=[CH:29][CH:28]=[CH:27][C:26]=1[NH:31][C:32]([N:13]1[C@@H:14]2[CH2:19][N:18]([CH2:17][CH2:16][CH2:15]2)[C:11]2[CH:10]=[CH:9][C:8]([N:4]3[CH2:5][CH2:6][CH2:7][C@@H:3]3[C:2]([F:1])([F:21])[F:22])=[N:20][C:12]1=2)=[O:42]. (4) The product is: [CH:1]([N:12]([OH:11])[CH:13]([CH:45]([CH3:47])[CH3:46])[CH2:14][S:15]([C:18]1[CH:19]=[CH:20][C:21]([C:24]2[CH:29]=[CH:28][CH:27]=[C:26]([CH2:30][NH:31][C:32]([C:34]3[NH:43][C:42](=[O:44])[C:41]4[C:36](=[CH:37][CH:38]=[CH:39][CH:40]=4)[N:35]=3)=[O:33])[CH:25]=2)=[CH:22][CH:23]=1)(=[O:16])=[O:17])=[O:2]. Given the reactants [CH:1](O)=[O:2].C(OC(=O)C)(=O)C.[OH:11][NH:12][CH:13]([CH:45]([CH3:47])[CH3:46])[CH2:14][S:15]([C:18]1[CH:23]=[CH:22][C:21]([C:24]2[CH:29]=[CH:28][CH:27]=[C:26]([CH2:30][NH:31][C:32]([C:34]3[NH:43][C:42](=[O:44])[C:41]4[C:36](=[CH:37][CH:38]=[CH:39][CH:40]=4)[N:35]=3)=[O:33])[CH:25]=2)=[CH:20][CH:19]=1)(=[O:17])=[O:16], predict the reaction product. (5) Given the reactants [Cl:1][C:2]1[CH:10]=[C:9]2[C:5]([CH:6]=[CH:7][NH:8]2)=[CH:4][CH:3]=1.[OH-].[Na+].CN([CH:16]=[O:17])C, predict the reaction product. The product is: [Cl:1][C:2]1[CH:10]=[C:9]2[C:5]([C:6]([CH:16]=[O:17])=[CH:7][NH:8]2)=[CH:4][CH:3]=1. (6) Given the reactants [Mn]([O-])(=O)(=O)=[O:2].[K+].[C:7]1([C:13]2[C:22]3[CH:21]=[CH:20][CH:19]=[CH:18][C:17]=3[C:16]3[NH:23][N:24]=[C:25]([CH3:26])[C:15]=3[N:14]=2)[CH:12]=[CH:11][CH:10]=[CH:9][CH:8]=1.[OH2:27], predict the reaction product. The product is: [C:7]1([C:13]2[C:22]3[CH:21]=[CH:20][CH:19]=[CH:18][C:17]=3[C:16]3[NH:23][N:24]=[C:25]([C:26]([OH:2])=[O:27])[C:15]=3[N:14]=2)[CH:8]=[CH:9][CH:10]=[CH:11][CH:12]=1. (7) Given the reactants [OH:1][S:2]([OH:5])(=[O:4])=[O:3].[CH3:6][C:7]([C@H:10]([NH:52][C:53]([O:55][CH3:56])=[O:54])[C:11]([NH:13][C@H:14]([C@@H:22]([OH:51])[CH2:23][N:24]([NH:38][C:39]([C@@H:41]([NH:46][C:47]([O:49][CH3:50])=[O:48])[C:42]([CH3:45])([CH3:44])[CH3:43])=[O:40])[CH2:25][C:26]1[CH:27]=[CH:28][C:29]([C:32]2[CH:33]=[CH:34][CH:35]=[CH:36][N:37]=2)=[CH:30][CH:31]=1)[CH2:15][C:16]1[CH:17]=[CH:18][CH:19]=[CH:20][CH:21]=1)=[O:12])([CH3:9])[CH3:8].[F-].[K+], predict the reaction product. The product is: [CH3:9][C:7]([C@H:10]([NH:52][C:53]([O:55][CH3:56])=[O:54])[C:11]([NH:13][C@H:14]([C@@H:22]([OH:51])[CH2:23][N:24]([NH:38][C:39]([C@@H:41]([NH:46][C:47]([O:49][CH3:50])=[O:48])[C:42]([CH3:43])([CH3:44])[CH3:45])=[O:40])[CH2:25][C:26]1[CH:27]=[CH:28][C:29]([C:32]2[CH:33]=[CH:34][CH:35]=[CH:36][N:37]=2)=[CH:30][CH:31]=1)[CH2:15][C:16]1[CH:17]=[CH:18][CH:19]=[CH:20][CH:21]=1)=[O:12])([CH3:6])[CH3:8].[OH:4][S:2]([OH:5])(=[O:3])=[O:1]. (8) Given the reactants [CH3:1][O:2][C:3]([C:5]1[CH2:9][C:8](O)([C:10]2[N:11]=[N:12][C:13]([O:16][CH3:17])=[CH:14][CH:15]=2)[N:7]([C:19]2[CH:20]=[N:21][CH:22]=[CH:23][CH:24]=2)[N:6]=1)=[O:4].C(N(CC)CC)C.CS(Cl)(=O)=O.CO, predict the reaction product. The product is: [CH3:1][O:2][C:3]([C:5]1[CH:9]=[C:8]([C:10]2[N:11]=[N:12][C:13]([O:16][CH3:17])=[CH:14][CH:15]=2)[N:7]([C:19]2[CH:20]=[N:21][CH:22]=[CH:23][CH:24]=2)[N:6]=1)=[O:4]. (9) Given the reactants [F:1][C:2]1[CH:7]=[CH:6][C:5]([C:8]2[CH:13]=[CH:12][C:11]([CH3:14])=[C:10]([NH2:15])[CH:9]=2)=[CH:4][CH:3]=1.[C:16](=[O:19])([O-])[O-:17].[K+].[K+].[C:22](OCC)(=[O:24])C, predict the reaction product. The product is: [F:1][C:2]1[CH:3]=[CH:4][C:5]([C:8]2[CH:13]=[CH:12][C:11]([CH3:14])=[C:10]([NH:15][C:22](=[O:24])[C:16]([OH:17])=[O:19])[CH:9]=2)=[CH:6][CH:7]=1.